From a dataset of Drug-induced liver injury (DILI) classification data. Regression/Classification. Given a drug SMILES string, predict its toxicity properties. Task type varies by dataset: regression for continuous values (e.g., LD50, hERG inhibition percentage) or binary classification for toxic/non-toxic outcomes (e.g., AMES mutagenicity, cardiotoxicity, hepatotoxicity). Dataset: dili. (1) The molecule is CC(C(=O)O)c1ccc2oc(-c3ccc(Cl)cc3)nc2c1. The result is 1 (causes liver injury). (2) The molecule is CC(C)(O)c1ccccc1CCC(SCC1(CC(=O)O)CC1)c1cccc(C=Cc2ccc3ccc(Cl)cc3n2)c1. The result is 0 (no liver injury). (3) The drug is CC1=C(C(=O)O)N2C(=O)C(NC(=O)C(N)c3ccc(O)cc3)C2SC1. The result is 1 (causes liver injury). (4) The molecule is CC1(C)SC2C(NC(=O)Cc3ccccc3)C(=O)N2C1C(=O)O. The result is 0 (no liver injury). (5) The result is 1 (causes liver injury). The drug is CCOC1OC(=O)CC1NC(=O)C1CCCN2C(=O)CCC(NC(=O)c3nccc4ccccc34)C(=O)N12. (6) The drug is CC(c1cc2ccccc2s1)N(O)C(N)=O. The result is 1 (causes liver injury). (7) The molecule is CC(=O)N(O)CCCCCNC(=O)CCC(=O)N(O)CCCCCNC(=O)CCC(=O)N(O)CCCCCN. The result is 0 (no liver injury). (8) The drug is COc1ccc2c(c1)c(CC(=O)O)c(C)n2C(=O)c1ccc(Cl)cc1. The result is 1 (causes liver injury). (9) The molecule is CCCNCC(O)COc1ccccc1C(=O)CCc1ccccc1. The result is 0 (no liver injury).